Dataset: Catalyst prediction with 721,799 reactions and 888 catalyst types from USPTO. Task: Predict which catalyst facilitates the given reaction. (1) Reactant: C(NC(C)C)(C)C.C([Li])CCC.[S:13]1[CH:17]=[CH:16][CH:15]=[C:14]1[C:18]#[N:19].CN(C)[CH:22]=[O:23].C(O)(=O)CC(CC(O)=O)(C(O)=O)O. Product: [C:18]([C:14]1[S:13][C:17]([CH:22]=[O:23])=[CH:16][CH:15]=1)#[N:19]. The catalyst class is: 30. (2) Reactant: [F:1][C:2]([F:19])([F:18])[C:3]([C:5]1[CH:10]=[CH:9][CH:8]=[C:7]([CH:11]2[CH2:16][CH2:15][NH:14][CH2:13][CH2:12]2)[C:6]=1[F:17])=[O:4].C(=O)([O-])[O-].[K+].[K+].I[CH2:27][CH3:28].C(O)(=O)/C=C/C(O)=O. Product: [CH2:27]([N:14]1[CH2:15][CH2:16][CH:11]([C:7]2[C:6]([F:17])=[C:5]([C:3](=[O:4])[C:2]([F:1])([F:18])[F:19])[CH:10]=[CH:9][CH:8]=2)[CH2:12][CH2:13]1)[CH3:28]. The catalyst class is: 10. (3) Reactant: Cl.[F:2][C:3]1[CH:4]=[C:5]([CH:32]=[CH:33][C:34]=1[O:35][CH3:36])[CH2:6][N:7]1[C:12]2[CH:13]=[C:14]([C:16]3[CH:21]=[CH:20][CH:19]=[CH:18][C:17]=3[O:22][CH3:23])[S:15][C:11]=2[C:10](=[O:24])[N:9]([CH:25]2[CH2:30][CH2:29][NH:28][CH2:27][CH2:26]2)[C:8]1=[O:31].[CH2:37]([O:39][C:40]1[C:49]([O:50][CH3:51])=[CH:48][C:47]2[C:46]([C:52]3[CH:60]=[CH:59][C:55]([C:56](O)=[O:57])=[CH:54][CH:53]=3)=[N:45][C@@H:44]3[CH2:61][CH2:62][S:63][CH2:64][C@@H:43]3[C:42]=2[CH:41]=1)[CH3:38].CN(C(ON1N=NC2C=CC=NC1=2)=[N+](C)C)C.F[P-](F)(F)(F)(F)F.CCN(C(C)C)C(C)C. Product: [CH2:37]([O:39][C:40]1[C:49]([O:50][CH3:51])=[CH:48][C:47]2[C:46]([C:52]3[CH:53]=[CH:54][C:55]([C:56]([N:28]4[CH2:27][CH2:26][CH:25]([N:9]5[C:10](=[O:24])[C:11]6[S:15][C:14]([C:16]7[CH:21]=[CH:20][CH:19]=[CH:18][C:17]=7[O:22][CH3:23])=[CH:13][C:12]=6[N:7]([CH2:6][C:5]6[CH:32]=[CH:33][C:34]([O:35][CH3:36])=[C:3]([F:2])[CH:4]=6)[C:8]5=[O:31])[CH2:30][CH2:29]4)=[O:57])=[CH:59][CH:60]=3)=[N:45][C@@H:44]3[CH2:61][CH2:62][S:63][CH2:64][C@@H:43]3[C:42]=2[CH:41]=1)[CH3:38]. The catalyst class is: 2.